The task is: Predict which catalyst facilitates the given reaction.. This data is from Catalyst prediction with 721,799 reactions and 888 catalyst types from USPTO. Reactant: [CH3:1][C:2]([CH3:46])([CH3:45])[CH2:3][O:4][C:5](=[O:44])[N:6]=[C:7]([NH2:43])[C:8]1[CH:13]=[CH:12][C:11]([NH:14][CH:15]([C:29]2[N:33]=[C:32]([O:34][CH2:35]Cl)[N:31]([C:37]3[N:42]=[CH:41][CH:40]=[CH:39][N:38]=3)[N:30]=2)[C:16]2[CH:21]=[C:20]([O:22][CH3:23])[CH:19]=[C:18]([O:24][CH2:25][CH2:26][OH:27])[C:17]=2[F:28])=[CH:10][CH:9]=1.C(=O)([O-])O.[K+].[I-].[Na+].[CH2:54]([O:56][C:57](=[O:64])[C:58]([CH3:63])([CH3:62])[C:59]([OH:61])=[O:60])[CH3:55]. Product: [CH2:54]([O:56][C:57](=[O:64])[C:58]([CH3:63])([CH3:62])[C:59]([O:61][CH2:35][O:34][C:32]1[N:31]([C:37]2[N:42]=[CH:41][CH:40]=[CH:39][N:38]=2)[N:30]=[C:29]([C@H:15]([NH:14][C:11]2[CH:12]=[CH:13][C:8]([C:7]([NH2:43])=[N:6][C:5]([O:4][CH2:3][C:2]([CH3:46])([CH3:45])[CH3:1])=[O:44])=[CH:9][CH:10]=2)[C:16]2[CH:21]=[C:20]([O:22][CH3:23])[CH:19]=[C:18]([O:24][CH2:25][CH2:26][OH:27])[C:17]=2[F:28])[N:33]=1)=[O:60])[CH3:55]. The catalyst class is: 3.